Task: Predict the reactants needed to synthesize the given product.. Dataset: Full USPTO retrosynthesis dataset with 1.9M reactions from patents (1976-2016) (1) Given the product [CH2:24]([S:31]([NH:34][C:35]([CH:37]1[CH2:42][CH2:41][N:40]([C:20]2[C:19]([F:23])=[CH:18][C:12]([C:13]([O:15][CH2:16][CH3:17])=[O:14])=[C:11]([Cl:10])[N:21]=2)[CH2:39][CH2:38]1)=[O:36])(=[O:32])=[O:33])[C:25]1[CH:26]=[CH:27][CH:28]=[CH:29][CH:30]=1, predict the reactants needed to synthesize it. The reactants are: CCN(C(C)C)C(C)C.[Cl:10][C:11]1[N:21]=[C:20](Cl)[C:19]([F:23])=[CH:18][C:12]=1[C:13]([O:15][CH2:16][CH3:17])=[O:14].[CH2:24]([S:31]([NH:34][C:35]([CH:37]1[CH2:42][CH2:41][NH:40][CH2:39][CH2:38]1)=[O:36])(=[O:33])=[O:32])[C:25]1[CH:30]=[CH:29][CH:28]=[CH:27][CH:26]=1.N#N. (2) Given the product [F:1][C:2]1[CH:3]=[C:4]([NH:8][C:9]2[N:14]=[C:13]([NH:15][CH2:16][CH2:17][CH3:18])[C:12]([C:19]([Cl:24])=[O:21])=[CH:11][N:10]=2)[CH:5]=[CH:6][CH:7]=1, predict the reactants needed to synthesize it. The reactants are: [F:1][C:2]1[CH:3]=[C:4]([NH:8][C:9]2[N:14]=[C:13]([NH:15][CH2:16][CH2:17][CH3:18])[C:12]([C:19]([OH:21])=O)=[CH:11][N:10]=2)[CH:5]=[CH:6][CH:7]=1.S(Cl)([Cl:24])=O.